This data is from Reaction yield outcomes from USPTO patents with 853,638 reactions. The task is: Predict the reaction yield, written as a fraction of the theoretical maximum amount of product (1.0 means a 100% yield; for example, 0.34 means a 34% yield). (1) The reactants are [OH:1][C:2]1[C:3]2[CH:20]=[CH:19][S:18][C:4]=2[N:5]([CH2:14][CH:15]([CH3:17])[CH3:16])[C:6](=[O:13])[C:7]=1[C:8]([O:10]CC)=O.[N:21]1([CH2:27][CH2:28][CH2:29][NH2:30])[CH2:26][CH2:25][CH2:24][CH2:23][CH2:22]1. The catalyst is C1(C)C=CC=CC=1. The product is [OH:1][C:2]1[C:3]2[CH:20]=[CH:19][S:18][C:4]=2[N:5]([CH2:14][CH:15]([CH3:16])[CH3:17])[C:6](=[O:13])[C:7]=1[C:8]([NH:30][CH2:29][CH2:28][CH2:27][N:21]1[CH2:26][CH2:25][CH2:24][CH2:23][CH2:22]1)=[O:10]. The yield is 0.830. (2) The catalyst is C(Cl)Cl. The reactants are [ClH:1].O1CCOCC1.[Br:8][C:9]1[CH:14]=[CH:13][C:12]([C@@H:15]([C@H:35]2[N:39](C(OC(C)(C)C)=O)[C:38]([CH3:48])([CH3:47])[CH2:37][CH2:36]2)[C:16]([N:18]2[CH2:23][CH2:22][N:21]([C:24]3[C:25]4[C@H:32]([CH3:33])[CH2:31][C@@H:30]([OH:34])[C:26]=4[N:27]=[CH:28][N:29]=3)[CH2:20][CH2:19]2)=[O:17])=[C:11]([F:49])[CH:10]=1. The product is [ClH:1].[ClH:1].[Br:8][C:9]1[CH:14]=[CH:13][C:12]([C@@H:15]([C@H:35]2[CH2:36][CH2:37][C:38]([CH3:48])([CH3:47])[NH:39]2)[C:16]([N:18]2[CH2:23][CH2:22][N:21]([C:24]3[C:25]4[C@H:32]([CH3:33])[CH2:31][C@@H:30]([OH:34])[C:26]=4[N:27]=[CH:28][N:29]=3)[CH2:20][CH2:19]2)=[O:17])=[C:11]([F:49])[CH:10]=1. The yield is 0.620. (3) The reactants are C(OC([N:8]1[CH2:12][CH2:11][CH2:10][CH:9]1[C:13](=[O:28])[NH:14][C:15]1[CH:20]=[CH:19][C:18]([C:21]2[CH:26]=[CH:25][C:24]([Br:27])=[CH:23][CH:22]=2)=[CH:17][CH:16]=1)=O)(C)(C)C.Cl.[CH3:30][O:31][C:32]([NH:34][CH:35]([CH:39]([CH3:41])[CH3:40])[C:36](O)=[O:37])=[O:33].CN(C(ON1N=NC2C=CC=NC1=2)=[N+](C)C)C.F[P-](F)(F)(F)(F)F.CCN(C(C)C)C(C)C. The catalyst is CO.C(OCC)(=O)C.CN(C=O)C. The product is [CH3:30][O:31][C:32](=[O:33])[NH:34][CH:35]([C:36]([N:8]1[CH2:12][CH2:11][CH2:10][CH:9]1[C:13](=[O:28])[NH:14][C:15]1[CH:16]=[CH:17][C:18]([C:21]2[CH:26]=[CH:25][C:24]([Br:27])=[CH:23][CH:22]=2)=[CH:19][CH:20]=1)=[O:37])[CH:39]([CH3:41])[CH3:40]. The yield is 0.930.